From a dataset of Reaction yield outcomes from USPTO patents with 853,638 reactions. Predict the reaction yield, written as a fraction of the theoretical maximum amount of product (1.0 means a 100% yield; for example, 0.34 means a 34% yield). (1) The reactants are [CH2:1]([C:5]1[N:10]=[C:9]([CH3:11])[N:8]([CH2:12][C:13]2[CH:18]=[N:17][CH:16]=[CH:15][N:14]=2)[C:7](=[O:19])[C:6]=1[CH2:20][C:21]1[CH:26]=[CH:25][C:24]([C:27]2[CH:32]=[CH:31][CH:30]=[CH:29][C:28]=2[C:33]2[NH:37][C:36](=[O:38])[O:35][N:34]=2)=[CH:23][CH:22]=1)[CH2:2][CH2:3][CH3:4].[ClH:39].C(OCC)(=O)C. The catalyst is C(OCC)(=O)C. The product is [ClH:39].[CH2:1]([C:5]1[N:10]=[C:9]([CH3:11])[N:8]([CH2:12][C:13]2[CH:18]=[N:17][CH:16]=[CH:15][N:14]=2)[C:7](=[O:19])[C:6]=1[CH2:20][C:21]1[CH:26]=[CH:25][C:24]([C:27]2[CH:32]=[CH:31][CH:30]=[CH:29][C:28]=2[C:33]2[NH:37][C:36](=[O:38])[O:35][N:34]=2)=[CH:23][CH:22]=1)[CH2:2][CH2:3][CH3:4]. The yield is 0.860. (2) The yield is 0.730. No catalyst specified. The product is [CH2:1]([N:8]1[C:12]2=[N:13][CH:14]=[C:15]([C:21]3[CH:20]=[N:19][CH:24]=[CH:23][CH:22]=3)[CH:16]=[C:11]2[CH2:10][C:9]1=[O:18])[C:2]1[CH:7]=[CH:6][CH:5]=[CH:4][CH:3]=1. The reactants are [CH2:1]([N:8]1[C:12]2=[N:13][CH:14]=[C:15](Br)[CH:16]=[C:11]2[CH2:10][C:9]1=[O:18])[C:2]1[CH:7]=[CH:6][CH:5]=[CH:4][CH:3]=1.[N:19]1[CH:24]=[CH:23][CH:22]=[C:21]([B-](F)(F)F)[CH:20]=1.[K+]. (3) The reactants are Br[C:2]1[N:7]=[C:6]([C:8]([OH:10])=[O:9])[CH:5]=[CH:4][CH:3]=1.[C:11]1(B(O)O)[CH:16]=[CH:15][CH:14]=[CH:13][CH:12]=1.C([O-])([O-])=O.[Na+].[Na+]. The catalyst is COCCOC. The product is [C:11]1([C:2]2[N:7]=[C:6]([C:8]([OH:10])=[O:9])[CH:5]=[CH:4][CH:3]=2)[CH:16]=[CH:15][CH:14]=[CH:13][CH:12]=1. The yield is 0.510.